From a dataset of Catalyst prediction with 721,799 reactions and 888 catalyst types from USPTO. Predict which catalyst facilitates the given reaction. Reactant: [F:1][C:2]([F:7])([F:6])[C:3]([O-:5])=[O:4].[C:8]([CH2:11][N+:12]12[CH2:19][CH2:18][CH:15]([CH2:16][CH2:17]1)[C@@H:14]([O:20][C:21](=[O:36])[C:22]([OH:35])([C:29]1[CH:34]=[CH:33][CH:32]=[CH:31][CH:30]=1)[C:23]1[CH:28]=[CH:27][CH:26]=[CH:25][CH:24]=1)[CH2:13]2)(O)=[O:9].CCN(C(C)C)C(C)C.[O:46]1[CH:50]=[CH:49][CH:48]=[C:47]1[CH2:51][NH2:52].C1CN([P+](Br)(N2CCCC2)N2CCCC2)CC1.F[P-](F)(F)(F)(F)F. Product: [F:1][C:2]([F:7])([F:6])[C:3]([OH:5])=[O:4].[F:1][C:2]([F:7])([F:6])[C:3]([O-:5])=[O:4].[O:46]1[CH:50]=[CH:49][CH:48]=[C:47]1[CH2:51][NH:52][C:8]([CH2:11][N+:12]12[CH2:19][CH2:18][CH:15]([CH2:16][CH2:17]1)[C@@H:14]([O:20][C:21](=[O:36])[C:22]([OH:35])([C:23]1[CH:28]=[CH:27][CH:26]=[CH:25][CH:24]=1)[C:29]1[CH:30]=[CH:31][CH:32]=[CH:33][CH:34]=1)[CH2:13]2)=[O:9]. The catalyst class is: 59.